The task is: Predict which catalyst facilitates the given reaction.. This data is from Catalyst prediction with 721,799 reactions and 888 catalyst types from USPTO. (1) Reactant: [NH2:1][C:2]1[CH:3]=[CH:4][C:5]([CH3:27])=[C:6]([N:8]2[CH:17]=[CH:16][C:15]3[C:10](=[CH:11][C:12]([O:18][CH2:19][CH2:20][N:21]4[CH2:25][CH2:24][CH2:23][CH2:22]4)=[CH:13][CH:14]=3)[C:9]2=[O:26])[CH:7]=1.[N:28]1([C:34]2[CH:35]=[C:36]([CH:40]=[CH:41][CH:42]=2)[C:37](O)=[O:38])[CH2:33][CH2:32][CH2:31][CH2:30][CH2:29]1.C(N(CC)C(C)C)(C)C. Product: [CH3:27][C:5]1[CH:4]=[CH:3][C:2]([NH:1][C:37](=[O:38])[C:36]2[CH:40]=[CH:41][CH:42]=[C:34]([N:28]3[CH2:33][CH2:32][CH2:31][CH2:30][CH2:29]3)[CH:35]=2)=[CH:7][C:6]=1[N:8]1[CH:17]=[CH:16][C:15]2[C:10](=[CH:11][C:12]([O:18][CH2:19][CH2:20][N:21]3[CH2:25][CH2:24][CH2:23][CH2:22]3)=[CH:13][CH:14]=2)[C:9]1=[O:26]. The catalyst class is: 60. (2) Reactant: [CH2:1]([NH:8][C:9](=[O:28])[C@@H:10]([CH2:19][O:20][CH2:21][C:22]1[CH:27]=[CH:26][CH:25]=[CH:24][CH:23]=1)[NH:11]C(OC(C)(C)C)=O)[C:2]1[CH:7]=[CH:6][CH:5]=[CH:4][CH:3]=1.Cl. Product: [CH2:1]([NH:8][C:9](=[O:28])[C@@H:10]([CH2:19][O:20][CH2:21][C:22]1[CH:27]=[CH:26][CH:25]=[CH:24][CH:23]=1)[NH2:11])[C:2]1[CH:3]=[CH:4][CH:5]=[CH:6][CH:7]=1. The catalyst class is: 4. (3) Reactant: [O:1]1[CH2:6][CH2:5][CH2:4][C:3](=O)[CH2:2]1.[C:8]([O:12][C:13]([CH3:16])([CH3:15])[CH3:14])(=[O:11])[NH:9][NH2:10].C(O)(=O)C.C(O[BH-](OC(=O)C)OC(=O)C)(=O)C.[Na+]. Product: [O:1]1[CH2:6][CH2:5][CH2:4][CH:3]([NH:10][NH:9][C:8]([O:12][C:13]([CH3:16])([CH3:15])[CH3:14])=[O:11])[CH2:2]1. The catalyst class is: 325. (4) Reactant: [CH3:1][N:2]([CH3:24])[C:3](=[O:23])[CH:4](NC(=O)OC(C)(C)C)[C:5]1[CH:10]=[CH:9][CH:8]=[C:7]([C:11]([F:14])([F:13])[F:12])[CH:6]=1.[ClH:25]. Product: [ClH:25].[CH3:24][N:2]([CH3:1])[C:3](=[O:23])[CH2:4][C:5]1[CH:10]=[CH:9][CH:8]=[C:7]([C:11]([F:13])([F:12])[F:14])[CH:6]=1. The catalyst class is: 12. (5) Reactant: [C:1]([CH2:3]P(=O)(OCC)OCC)#[N:2].[H-].[Na+].[CH:14]1[C:19]2[C:20](=O)[CH2:21][CH2:22][C:18]=2[CH:17]=[CH:16][N:15]=1. Product: [CH:14]1[C:19]2[CH:20]([CH2:3][C:1]#[N:2])[CH2:21][CH2:22][C:18]=2[CH:17]=[CH:16][N:15]=1. The catalyst class is: 685.